The task is: Predict the product of the given reaction.. This data is from Forward reaction prediction with 1.9M reactions from USPTO patents (1976-2016). (1) Given the reactants [C:1]([O:5][C:6]([N:8]1[CH2:13][CH2:12][CH:11]([C:14]2[CH:18]=[CH:17][S:16][C:15]=2[C:19](OC)=[O:20])[CH2:10][CH2:9]1)=[O:7])([CH3:4])([CH3:3])[CH3:2].CO, predict the reaction product. The product is: [C:1]([O:5][C:6]([N:8]1[CH2:13][CH2:12][CH:11]([C:14]2[CH:18]=[CH:17][S:16][C:15]=2[CH2:19][OH:20])[CH2:10][CH2:9]1)=[O:7])([CH3:4])([CH3:2])[CH3:3]. (2) Given the reactants [C:1]([O:5][C:6]([N:8]1[CH2:13][CH2:12][CH2:11][C:10](=[O:14])[CH2:9]1)=[O:7])([CH3:4])([CH3:3])[CH3:2].[C:15]([Mg]Br)#[CH:16], predict the reaction product. The product is: [C:1]([O:5][C:6]([N:8]1[CH2:13][CH2:12][CH2:11][C:10]([C:15]#[CH:16])([OH:14])[CH2:9]1)=[O:7])([CH3:4])([CH3:2])[CH3:3]. (3) Given the reactants Br[C:2]1[CH:40]=[CH:39][C:5]([CH2:6][N:7]2[C:11]3[CH:12]=[CH:13][C:14]([O:16][CH2:17][C:18]4[CH:27]=[CH:26][C:25]5[C:20](=[CH:21][CH:22]=[CH:23][CH:24]=5)[N:19]=4)=[CH:15][C:10]=3[N:9]=[C:8]2[CH2:28][C:29]2([C:34]([O:36]CC)=[O:35])[CH2:33][CH2:32][CH2:31][CH2:30]2)=[CH:4][CH:3]=1.[CH3:41][O:42][C:43]1[N:48]=[CH:47][C:46](B(O)O)=[CH:45][N:44]=1, predict the reaction product. The product is: [CH3:41][O:42][C:43]1[N:48]=[CH:47][C:46]([C:2]2[CH:3]=[CH:4][C:5]([CH2:6][N:7]3[C:11]4[CH:12]=[CH:13][C:14]([O:16][CH2:17][C:18]5[CH:27]=[CH:26][C:25]6[C:20](=[CH:21][CH:22]=[CH:23][CH:24]=6)[N:19]=5)=[CH:15][C:10]=4[N:9]=[C:8]3[CH2:28][C:29]3([C:34]([OH:36])=[O:35])[CH2:30][CH2:31][CH2:32][CH2:33]3)=[CH:39][CH:40]=2)=[CH:45][N:44]=1. (4) Given the reactants [SH:1][C:2]1[CH:10]=[CH:9][C:5]([C:6]([OH:8])=[O:7])=[CH:4][CH:3]=1.Br[CH2:12][CH2:13][OH:14].C(N(CC)CC)C, predict the reaction product. The product is: [OH:14][CH2:13][CH2:12][S:1][C:2]1[CH:10]=[CH:9][C:5]([C:6]([OH:8])=[O:7])=[CH:4][CH:3]=1. (5) Given the reactants I[C:2]1[S:6][C:5]([C:7]2[CH:12]=[CH:11][N:10]=[C:9]([NH:13][CH2:14][CH2:15][N:16]3[C:20]([CH3:22])([CH3:21])[C:19](=[O:23])[NH:18][C:17]3=[O:24])[N:8]=2)=[CH:4][CH:3]=1.[CH2:25]([C:27]1[CH:32]=[CH:31][CH:30]=[CH:29][C:28]=1[SH:33])[CH3:26].CC1(C)C2C(=C(P(C3C=CC=CC=3)C3C=CC=CC=3)C=CC=2)OC2C(P(C3C=CC=CC=3)C3C=CC=CC=3)=CC=CC1=2.C(O[K])(C)(C)C, predict the reaction product. The product is: [CH2:25]([C:27]1[CH:32]=[CH:31][CH:30]=[CH:29][C:28]=1[S:33][C:2]1[S:6][C:5]([C:7]2[CH:12]=[CH:11][N:10]=[C:9]([NH:13][CH2:14][CH2:15][N:16]3[C:20]([CH3:22])([CH3:21])[C:19](=[O:23])[NH:18][C:17]3=[O:24])[N:8]=2)=[CH:4][CH:3]=1)[CH3:26].